This data is from Reaction yield outcomes from USPTO patents with 853,638 reactions. The task is: Predict the reaction yield, written as a fraction of the theoretical maximum amount of product (1.0 means a 100% yield; for example, 0.34 means a 34% yield). (1) The yield is 0.600. The catalyst is CN(C)C=O. The reactants are [CH3:1][CH2:2][CH2:3][CH2:4][NH:5][C:6]1[CH:7]=[C:8]([C:23]([OH:25])=[O:24])[CH:9]=[C:10]([S:19]([NH2:22])(=[O:21])=[O:20])[C:11]=1[O:12][C:13]1[CH:14]=[CH:15][CH:16]=[CH:17][CH:18]=1.[C:26]([O:32][CH2:33]Cl)(=[O:31])[C:27]([CH3:30])([CH3:29])[CH3:28].C(N(CC)CC)C.[I-].[Na+]. The product is [NH2:22][S:19]([C:10]1[CH:9]=[C:8]([CH:7]=[C:6]([NH:5][CH2:4][CH2:3][CH2:2][CH3:1])[C:11]=1[O:12][C:13]1[CH:18]=[CH:17][CH:16]=[CH:15][CH:14]=1)[C:23]([O:25][CH2:33][O:32][C:26]([C:27]([CH3:30])([CH3:29])[CH3:28])=[O:31])=[O:24])(=[O:21])=[O:20]. (2) The reactants are [H-].[Na+].C(S)C.[Br:6][C:7]1[CH:8]=[C:9]2[C:14](=[CH:15][C:16]=1[O:17]C)[C:13]([CH3:20])([CH3:19])[CH2:12][CH:11]=[C:10]2[CH:21]([CH3:23])[CH3:22].Cl. The catalyst is CN(C=O)C.O. The product is [Br:6][C:7]1[C:16]([OH:17])=[CH:15][C:14]2[C:13]([CH3:19])([CH3:20])[CH2:12][CH:11]=[C:10]([CH:21]([CH3:22])[CH3:23])[C:9]=2[CH:8]=1. The yield is 1.00.